Predict the reactants needed to synthesize the given product. From a dataset of Full USPTO retrosynthesis dataset with 1.9M reactions from patents (1976-2016). (1) The reactants are: [CH3:1][C:2]1[C:8](=[O:9])[C:7]([O:10][CH3:11])=[C:6]([O:12][CH3:13])[C:4](=[O:5])[C:3]=1[CH2:14]/[CH:15]=[C:16](/[CH2:18][CH2:19]/[CH:20]=[C:21](/[CH2:23][CH2:24]/[CH:25]=[C:26](/[CH2:28][CH2:29]/[CH:30]=[C:31](/[CH2:33][CH2:34]/[CH:35]=[C:36](/[CH2:38][CH2:39]/[CH:40]=[C:41](/[CH2:43][CH2:44]/[CH:45]=[C:46](/[CH2:48][CH2:49]/[CH:50]=[C:51](/[CH2:53][CH2:54]/[CH:55]=[C:56](/[CH2:58][CH2:59][CH:60]=[C:61]([CH3:63])[CH3:62])\[CH3:57])\[CH3:52])\[CH3:47])\[CH3:42])\[CH3:37])\[CH3:32])\[CH3:27])\[CH3:22])\[CH3:17]. Given the product [CH3:1][C:2]1[C:8](=[O:9])[C:7]([O:10][CH3:11])=[C:6]([O:12][CH3:13])[C:4](=[O:5])[C:3]=1[CH2:14]/[CH:15]=[C:16](/[CH2:18][CH2:19]/[CH:20]=[C:21](/[CH2:23][CH2:24]/[CH:25]=[C:26](/[CH2:28][CH2:29]/[CH:30]=[C:31](/[CH2:33][CH2:34]/[CH:35]=[C:36](/[CH2:38][CH2:39]/[CH:40]=[C:41](/[CH2:43][CH2:44]/[CH:45]=[C:46](/[CH2:48][CH2:49]/[CH:50]=[C:51](/[CH2:53][CH2:54]/[CH:55]=[C:56](/[CH2:58][CH2:59][CH:60]=[C:61]([CH3:63])[CH3:62])\[CH3:57])\[CH3:52])\[CH3:47])\[CH3:42])\[CH3:37])\[CH3:32])\[CH3:27])\[CH3:22])\[CH3:17].[OH2:5], predict the reactants needed to synthesize it. (2) Given the product [CH:14]([N:12]([CH3:13])[C:11]1[C:2]([C:24]2[CH:25]=[CH:26][N:21]=[CH:22][CH:23]=2)=[N:3][C:4]2[C:9]([N:10]=1)=[CH:8][C:7]([C:17]([O:19][CH3:20])=[O:18])=[CH:6][CH:5]=2)([CH3:16])[CH3:15], predict the reactants needed to synthesize it. The reactants are: Cl[C:2]1[C:11]([N:12]([CH:14]([CH3:16])[CH3:15])[CH3:13])=[N:10][C:9]2[C:4](=[CH:5][CH:6]=[C:7]([C:17]([O:19][CH3:20])=[O:18])[CH:8]=2)[N:3]=1.[N:21]1[CH:26]=[CH:25][C:24](B(O)O)=[CH:23][CH:22]=1.[O-]P([O-])([O-])=O.[K+].[K+].[K+]. (3) Given the product [C:57]([O:56][C:55]([NH:54][CH2:53][CH2:52][CH2:51][C@H:50]([NH:49][C:31]([C@H:15]1[N:14]([CH3:34])[C:13](=[O:35])[C@H:12]([CH2:36][C@@H:37]([OH:47])[CH2:38][NH:39][C:40]([O:42][C:43]([CH3:46])([CH3:45])[CH3:44])=[O:41])[NH:11][C:10](=[O:48])[C@@H:9]([NH:8][C:6]([O:5][C:1]([CH3:4])([CH3:3])[CH3:2])=[O:7])[CH2:27][C:26]2[CH:28]=[C:22]([CH:23]=[CH:24][C:25]=2[OH:29])[C:21]2=[CH:30][C:17](=[CH:18][CH:19]=[CH:20]2)[CH2:16]1)=[O:32])[CH2:62][C:63]([NH:65][CH2:66][CH:67]([NH:79][C:80](=[O:81])[O:82][C:83]([CH3:86])([CH3:85])[CH3:84])[CH2:68][CH2:69][CH2:70][NH:71][C:72](=[O:73])[O:74][C:75]([CH3:76])([CH3:77])[CH3:78])=[O:64])=[O:61])([CH3:60])([CH3:59])[CH3:58], predict the reactants needed to synthesize it. The reactants are: [C:1]([O:5][C:6]([NH:8][C@H:9]1[CH2:27][C:26]2[CH:28]=[C:22]([CH:23]=[CH:24][C:25]=2[OH:29])[C:21]2=[CH:30][C:17](=[CH:18][CH:19]=[CH:20]2)[CH2:16][C@@H:15]([C:31](O)=[O:32])[N:14]([CH3:34])[C:13](=[O:35])[C@H:12]([CH2:36][C@@H:37]([OH:47])[CH2:38][NH:39][C:40]([O:42][C:43]([CH3:46])([CH3:45])[CH3:44])=[O:41])[NH:11][C:10]1=[O:48])=[O:7])([CH3:4])([CH3:3])[CH3:2].[NH2:49][C@H:50]([CH2:62][C:63]([NH:65][CH2:66][C@@H:67]([NH:79][C:80]([O:82][C:83]([CH3:86])([CH3:85])[CH3:84])=[O:81])[CH2:68][CH2:69][CH2:70][NH:71][C:72]([O:74][C:75]([CH3:78])([CH3:77])[CH3:76])=[O:73])=[O:64])[CH2:51][CH2:52][CH2:53][NH:54][C:55](=[O:61])[O:56][C:57]([CH3:60])([CH3:59])[CH3:58].C(Cl)CCl.C1C=CC2N(O)N=NC=2C=1. (4) Given the product [CH3:6][NH:5][C:4]1[CH:7]=[CH:8][CH:9]=[C:2]([B:14]2[O:15][C:16]([CH3:18])([CH3:17])[C:12]([CH3:28])([CH3:11])[O:13]2)[C:3]=1[CH3:10], predict the reactants needed to synthesize it. The reactants are: Br[C:2]1[C:3]([CH3:10])=[C:4]([CH:7]=[CH:8][CH:9]=1)[NH:5][CH3:6].[CH3:11][C:12]1([CH3:28])[C:16]([CH3:18])([CH3:17])[O:15][B:14]([B:14]2[O:15][C:16]([CH3:18])([CH3:17])[C:12]([CH3:28])([CH3:11])[O:13]2)[O:13]1.C([O-])(=O)C.[K+]. (5) Given the product [Cl:15][C:11]1[CH:12]=[CH:13][N:14]2[C:9]([CH:10]=1)=[C:8]([CH2:16][C:17]1[CH:26]=[CH:25][C:24]3[C:19](=[CH:20][CH:21]=[C:22]([F:27])[CH:23]=3)[N:18]=1)[C:7]([CH3:28])=[C:6]2[CH2:5][C:4]([OH:29])=[O:3], predict the reactants needed to synthesize it. The reactants are: C([O:3][C:4](=[O:29])[CH2:5][C:6]1[N:14]2[C:9]([CH:10]=[C:11]([Cl:15])[CH:12]=[CH:13]2)=[C:8]([CH2:16][C:17]2[CH:26]=[CH:25][C:24]3[C:19](=[CH:20][CH:21]=[C:22]([F:27])[CH:23]=3)[N:18]=2)[C:7]=1[CH3:28])C.[OH-].[Li+]. (6) Given the product [CH2:43]([N:50]([CH2:51][CH3:52])[C:18](=[O:20])[C:17]([N:14]1[CH2:13][CH2:12][N:11]([C:6]2[CH:7]=[CH:8][CH:9]=[CH:10][C:5]=2[C:1]([CH3:2])([CH3:3])[CH3:4])[CH2:16][CH2:15]1)=[O:21])[C:44]1[CH:49]=[CH:48][CH:47]=[CH:46][CH:45]=1, predict the reactants needed to synthesize it. The reactants are: [C:1]([C:5]1[CH:10]=[CH:9][CH:8]=[CH:7][C:6]=1[N:11]1[CH2:16][CH2:15][N:14]([C:17](=[O:21])[C:18]([OH:20])=O)[CH2:13][CH2:12]1)([CH3:4])([CH3:3])[CH3:2].CCN=C=NCCCN(C)C.C1C=CC2N(O)N=NC=2C=1.[CH2:43]([NH:50][CH2:51][CH3:52])[C:44]1[CH:49]=[CH:48][CH:47]=[CH:46][CH:45]=1.